Regression. Given a peptide amino acid sequence and an MHC pseudo amino acid sequence, predict their binding affinity value. This is MHC class I binding data. From a dataset of Peptide-MHC class I binding affinity with 185,985 pairs from IEDB/IMGT. The peptide sequence is ISLWGSLLK. The MHC is HLA-B57:01 with pseudo-sequence HLA-B57:01. The binding affinity (normalized) is 0.0847.